Dataset: Reaction yield outcomes from USPTO patents with 853,638 reactions. Task: Predict the reaction yield, written as a fraction of the theoretical maximum amount of product (1.0 means a 100% yield; for example, 0.34 means a 34% yield). (1) The reactants are Br[C:2]1[N:7]=[N:6][C:5]([NH2:8])=[N:4][C:3]=1[C:9]1[CH:14]=[CH:13][CH:12]=[CH:11][CH:10]=1.[Cl:15][C:16]1[CH:17]=[C:18](B(O)O)[CH:19]=[C:20]([O:22][CH3:23])[CH:21]=1. No catalyst specified. The product is [Cl:15][C:16]1[CH:17]=[C:18]([C:2]2[N:7]=[N:6][C:5]([NH2:8])=[N:4][C:3]=2[C:9]2[CH:14]=[CH:13][CH:12]=[CH:11][CH:10]=2)[CH:19]=[C:20]([O:22][CH3:23])[CH:21]=1. The yield is 0.0900. (2) The product is [CH2:1]([O:8][N:9]([C:35](=[O:36])[CH2:29][C:30]([O:32][CH2:33][CH3:34])=[O:31])[C:10]1[N:20]=[CH:19][CH:18]=[CH:17][C:11]=1[C:12]([O:14][CH2:15][CH3:16])=[O:13])[C:2]1[CH:3]=[CH:4][CH:5]=[CH:6][CH:7]=1. The reactants are [CH2:1]([O:8][NH:9][C:10]1[N:20]=[CH:19][CH:18]=[CH:17][C:11]=1[C:12]([O:14][CH2:15][CH3:16])=[O:13])[C:2]1[CH:7]=[CH:6][CH:5]=[CH:4][CH:3]=1.C(N(CC)CC)C.Cl[CH:29]([C:35]([O-])=[O:36])[C:30]([O:32][CH2:33][CH3:34])=[O:31]. The yield is 0.650. The catalyst is ClCCl. (3) The reactants are [OH:1][C@@H:2]([C:23]1[CH:28]=[CH:27][CH:26]=[CH:25][CH:24]=1)[CH2:3][CH2:4][N:5]1[CH2:10][CH2:9][CH:8]([C:11]2[CH:12]=[C:13]([NH:17][C:18](=[O:22])[CH:19]([CH3:21])[CH3:20])[CH:14]=[CH:15][CH:16]=2)[CH2:7][CH2:6]1.[CH3:29][O:30][C:31]1[CH:36]=[C:35]([C:37]#[N:38])[CH:34]=[CH:33][C:32]=1O.C1(P(C2C=CC=CC=2)C2C=CC=CC=2)C=CC=CC=1.N(C(OCC)=O)=NC(OCC)=O.N. The catalyst is C1COCC1.C(Cl)(Cl)Cl. The product is [C:37]([C:35]1[CH:34]=[CH:33][C:32]([O:1][C@H:2]([C:23]2[CH:24]=[CH:25][CH:26]=[CH:27][CH:28]=2)[CH2:3][CH2:4][N:5]2[CH2:10][CH2:9][CH:8]([C:11]3[CH:12]=[C:13]([NH:17][C:18](=[O:22])[CH:19]([CH3:21])[CH3:20])[CH:14]=[CH:15][CH:16]=3)[CH2:7][CH2:6]2)=[C:31]([O:30][CH3:29])[CH:36]=1)#[N:38]. The yield is 0.765. (4) The reactants are Cl.[Cl:2][C:3]1[N:8]=[CH:7][C:6]([CH2:9][N:10]2[CH:15]=[CH:14][CH:13]=[N:12][C:11]2=[NH:16])=[CH:5][CH:4]=1.C(N(CC)CC)C.[F:24][C:25]([F:36])([F:35])[C:26](O[C:26](=[O:27])[C:25]([F:36])([F:35])[F:24])=[O:27].O. The catalyst is ClCCl. The product is [Cl:2][C:3]1[N:8]=[CH:7][C:6]([CH2:9][N:10]2[CH:15]=[CH:14][CH:13]=[N:12][C:11]2=[N:16][C:26](=[O:27])[C:25]([F:36])([F:35])[F:24])=[CH:5][CH:4]=1. The yield is 0.280. (5) The reactants are [CH2:1]([O:3][C:4]1[C:10]([CH3:11])=[CH:9][C:7]([NH2:8])=[C:6]([O:12][CH3:13])[CH:5]=1)[CH3:2].[C:14](Cl)(Cl)=[O:15]. The catalyst is CCOC(C)=O. The product is [CH2:1]([O:3][C:4]1[CH:5]=[C:6]([O:12][CH3:13])[C:7]([N:8]=[C:14]=[O:15])=[CH:9][C:10]=1[CH3:11])[CH3:2]. The yield is 0.940. (6) The reactants are C(OC([NH:11][CH:12]1[CH2:19][C:15]2([CH2:18][O:17][CH2:16]2)[N:14]([C:20]([O:22][C:23]([CH3:26])([CH3:25])[CH3:24])=[O:21])[CH2:13]1)=O)C1C=CC=CC=1. The catalyst is CO.[Pd]. The product is [NH2:11][CH:12]1[CH2:19][C:15]2([CH2:16][O:17][CH2:18]2)[N:14]([C:20]([O:22][C:23]([CH3:26])([CH3:25])[CH3:24])=[O:21])[CH2:13]1. The yield is 0.963. (7) The reactants are C(OC([N:11]1[CH2:15][C@@H:14](NC(OCC2C=CC=CC=2)=O)[CH2:13][C@H:12]1[CH2:27][OH:28])=O)C1C=CC=CC=1.[C:29]([Cl:32])(=[O:31])C.C[OH:34]. The catalyst is C(OCC)C. The product is [ClH:32].[CH3:29][O:31][C:27](=[O:28])[C@@H:12]1[C@@H:13]([OH:34])[CH2:14][CH2:15][NH:11]1. The yield is 0.950.